Dataset: Full USPTO retrosynthesis dataset with 1.9M reactions from patents (1976-2016). Task: Predict the reactants needed to synthesize the given product. (1) Given the product [Cl:1][CH2:2][C:3]([NH:40][C:31]1[CH:30]=[C:29]([N:25]2[C:26]([CH3:28])=[CH:27][C:23]([CH3:22])=[N:24]2)[N:34]=[C:33]([C:35]2[O:36][CH:37]=[CH:38][CH:39]=2)[N:32]=1)=[O:4], predict the reactants needed to synthesize it. The reactants are: [Cl:1][CH2:2][C:3](NC1C=C(N2C=CC=N2)N=C(C2OC=CC=2)N=1)=[O:4].[CH3:22][C:23]1[CH:27]=[C:26]([CH3:28])[N:25]([C:29]2[N:34]=[C:33]([C:35]3[O:36][CH:37]=[CH:38][CH:39]=3)[N:32]=[C:31]([NH2:40])[CH:30]=2)[N:24]=1. (2) Given the product [Cl:12][C:13]1[CH:18]=[C:17]([O:11][C:6]2[CH:7]=[CH:8][C:9]([CH3:10])=[C:4]([CH3:3])[CH:5]=2)[N:16]=[CH:15][N:14]=1, predict the reactants needed to synthesize it. The reactants are: [H-].[Na+].[CH3:3][C:4]1[CH:5]=[C:6]([OH:11])[CH:7]=[CH:8][C:9]=1[CH3:10].[Cl:12][C:13]1[CH:18]=[C:17](Cl)[N:16]=[CH:15][N:14]=1.O. (3) Given the product [OH:3][C:4]1[CH:9]=[C:8]([OH:10])[CH:7]=[C:6]2[C:5]=1[C:17](=[O:18])[CH2:16][C:12]1([O:11]2)[CH2:15][CH2:14][CH2:13]1, predict the reactants needed to synthesize it. The reactants are: O.O.[OH:3][C:4]1[CH:9]=[C:8]([OH:10])[CH:7]=[C:6]([OH:11])[CH:5]=1.[C:12]1(=[CH:16][C:17](O)=[O:18])[CH2:15][CH2:14][CH2:13]1.Cl.